This data is from NCI-60 drug combinations with 297,098 pairs across 59 cell lines. The task is: Regression. Given two drug SMILES strings and cell line genomic features, predict the synergy score measuring deviation from expected non-interaction effect. Drug 2: C1CNP(=O)(OC1)N(CCCl)CCCl. Cell line: M14. Drug 1: CC1=CC2C(CCC3(C2CCC3(C(=O)C)OC(=O)C)C)C4(C1=CC(=O)CC4)C. Synergy scores: CSS=-1.47, Synergy_ZIP=1.73, Synergy_Bliss=1.79, Synergy_Loewe=-0.721, Synergy_HSA=-1.11.